This data is from Forward reaction prediction with 1.9M reactions from USPTO patents (1976-2016). The task is: Predict the product of the given reaction. (1) Given the reactants [Cl:1][C:2]1[CH:3]=[C:4]([CH:6]=[C:7]([Cl:10])[C:8]=1[CH3:9])[NH2:5].[C:11](N1C=CN=C1)(N1C=CN=C1)=[S:12], predict the reaction product. The product is: [Cl:1][C:2]1[CH:3]=[C:4]([N:5]=[C:11]=[S:12])[CH:6]=[C:7]([Cl:10])[C:8]=1[CH3:9]. (2) Given the reactants [CH:1]1([CH2:7][C@@H:8]([NH:15]C(=O)OC(C)(C)C)[CH:9]([OH:14])[C:10]([NH:12][NH2:13])=[O:11])[CH2:6][CH2:5][CH2:4][CH2:3][CH2:2]1.N1C=CC=CC=1.[Cl:29][C:30]1[CH:37]=[CH:36][C:33]([CH:34]=O)=[CH:32][CH:31]=1, predict the reaction product. The product is: [NH2:15][C@H:8]([CH2:7][CH:1]1[CH2:2][CH2:3][CH2:4][CH2:5][CH2:6]1)[CH:9]([OH:14])[C:10]([NH:12]/[N:13]=[CH:34]/[C:33]1[CH:36]=[CH:37][C:30]([Cl:29])=[CH:31][CH:32]=1)=[O:11]. (3) The product is: [CH3:1][O:2][C:3]1[CH:4]=[C:5]([CH:23]=[CH:24][C:25]=1[O:26][CH3:27])[CH2:6][CH:7]1[C:16]2[C:11](=[C:12]([O:21][CH3:22])[C:13]([O:19][CH3:20])=[C:14]([O:17][CH3:18])[CH:15]=2)[CH2:10][CH2:9][N:8]1[CH2:29][C:30]([NH:40][CH2:39][C:34]1[CH:35]=[CH:36][CH:37]=[CH:38][N:33]=1)=[O:31]. Given the reactants [CH3:1][O:2][C:3]1[CH:4]=[C:5]([CH:23]=[CH:24][C:25]=1[O:26][CH3:27])[CH2:6][CH:7]1[C:16]2[C:11](=[C:12]([O:21][CH3:22])[C:13]([O:19][CH3:20])=[C:14]([O:17][CH3:18])[CH:15]=2)[CH2:10][CH2:9][NH:8]1.Br[CH2:29][C:30](Br)=[O:31].[N:33]1[CH:38]=[CH:37][CH:36]=[CH:35][C:34]=1[CH2:39][NH2:40], predict the reaction product. (4) Given the reactants [CH2:1]=[N:2][CH2:3][C:4]([CH3:11])([C:6]1[CH:10]=[CH:9][S:8][CH:7]=1)[CH3:5].Cl.[OH-].[Na+], predict the reaction product. The product is: [CH3:5][C:4]1([CH3:11])[CH2:3][NH:2][CH2:1][C:7]2[S:8][CH:9]=[CH:10][C:6]1=2. (5) Given the reactants O[O:2][S:3]([O-:5])=O.[K+].[CH:7]1([CH2:10][N:11]2[C:16](=[O:17])[C:15]3[C:18]([C:39]4[CH:44]=[CH:43][CH:42]=[CH:41][CH:40]=4)=[C:19]([C:21]4[CH:26]=[CH:25][C:24]([C:27]5([NH:31][C:32](=[O:38])[O:33][C:34]([CH3:37])([CH3:36])[CH3:35])[CH2:30][CH2:29][CH2:28]5)=[CH:23][CH:22]=4)[O:20][C:14]=3[N:13]=[C:12]2SC)[CH2:9][CH2:8]1.[CH2:47]1COCC1, predict the reaction product. The product is: [CH:7]1([CH2:10][N:11]2[C:16](=[O:17])[C:15]3[C:18]([C:39]4[CH:44]=[CH:43][CH:42]=[CH:41][CH:40]=4)=[C:19]([C:21]4[CH:22]=[CH:23][C:24]([C:27]5([NH:31][C:32](=[O:38])[O:33][C:34]([CH3:37])([CH3:36])[CH3:35])[CH2:28][CH2:29][CH2:30]5)=[CH:25][CH:26]=4)[O:20][C:14]=3[N:13]=[C:12]2[S:3]([CH3:47])(=[O:5])=[O:2])[CH2:8][CH2:9]1. (6) Given the reactants C1(P(C2C=CC=CC=2)C2C=CC=CC=2)C=CC=CC=1.[N:20]([CH2:23][C:24]1[CH:29]=[C:28]([Cl:30])[CH:27]=[CH:26][C:25]=1[CH:31]([NH:35][C:36]1[CH:41]=[CH:40][C:39]([O:42][CH3:43])=[CH:38][CH:37]=1)[CH:32]([F:34])[F:33])=[N+]=[N-].O, predict the reaction product. The product is: [NH2:20][CH2:23][C:24]1[CH:29]=[C:28]([Cl:30])[CH:27]=[CH:26][C:25]=1[CH:31]([NH:35][C:36]1[CH:37]=[CH:38][C:39]([O:42][CH3:43])=[CH:40][CH:41]=1)[CH:32]([F:34])[F:33]. (7) Given the reactants F[C:2]1[CH:3]=[CH:4][C:5]([N+:10]([O-:12])=[O:11])=[C:6]([C:8]#[N:9])[CH:7]=1.[CH3:13][N:14]1[CH2:19][CH2:18][NH:17][CH2:16][CH2:15]1.C(N(CC)CC)C.O, predict the reaction product. The product is: [CH3:13][N:14]1[CH2:19][CH2:18][N:17]([C:2]2[CH:3]=[CH:4][C:5]([N+:10]([O-:12])=[O:11])=[C:6]([C:8]#[N:9])[CH:7]=2)[CH2:16][CH2:15]1. (8) Given the reactants [NH2:1][C@@H:2]([CH2:33][C:34]1[CH:39]=[CH:38][CH:37]=[CH:36][CH:35]=1)[C@@H:3]([OH:32])[CH2:4][C@H:5]([NH:19][C:20]([C@@H:22]([NH:27][C:28](=[O:31])[O:29][CH3:30])[C:23]([CH3:26])([CH3:25])[CH3:24])=[O:21])[CH2:6][C:7]1[CH:12]=[CH:11][C:10]([C:13]2[CH:18]=[CH:17][CH:16]=[CH:15][N:14]=2)=[CH:9][CH:8]=1.[CH3:40][C:41]([CH3:64])([CH3:63])[C@H:42]([N:46]1[CH2:50][CH2:49][N:48]([CH2:51][C:52]2[N:56]([CH3:57])[C:55]3[CH:58]=[CH:59][CH:60]=[CH:61][C:54]=3[N:53]=2)[C:47]1=[O:62])[C:43](O)=[O:44].CCOP(ON1N=NC2C=CC=CC=2C1=O)(OCC)=O.C(N(CC)C(C)C)(C)C, predict the reaction product. The product is: [CH3:40][C:41]([CH3:64])([CH3:63])[C@H:42]([N:46]1[CH2:50][CH2:49][N:48]([CH2:51][C:52]2[N:56]([CH3:57])[C:55]3[CH:58]=[CH:59][CH:60]=[CH:61][C:54]=3[N:53]=2)[C:47]1=[O:62])[C:43]([NH:1][C@@H:2]([CH2:33][C:34]1[CH:35]=[CH:36][CH:37]=[CH:38][CH:39]=1)[C@@H:3]([OH:32])[CH2:4][C@H:5]([NH:19][C:20]([C@@H:22]([NH:27][C:28](=[O:31])[O:29][CH3:30])[C:23]([CH3:26])([CH3:25])[CH3:24])=[O:21])[CH2:6][C:7]1[CH:12]=[CH:11][C:10]([C:13]2[CH:18]=[CH:17][CH:16]=[CH:15][N:14]=2)=[CH:9][CH:8]=1)=[O:44]. (9) Given the reactants [Cl:1][C:2]1[N:7]=[C:6]([I:8])[C:5]([OH:9])=[CH:4][CH:3]=1.[S:10]1[CH:14]=[CH:13][C:12]([CH2:15][CH2:16]O)=[CH:11]1.C1(P(C2C=CC=CC=2)C2C=CC=CC=2)C=CC=CC=1.N(C(OC(C)C)=O)=NC(OC(C)C)=O, predict the reaction product. The product is: [Cl:1][C:2]1[N:7]=[C:6]([I:8])[C:5]([O:9][CH2:16][CH2:15][C:12]2[CH:13]=[CH:14][S:10][CH:11]=2)=[CH:4][CH:3]=1. (10) Given the reactants I[Si](C)(C)C.[O:6]=[C:7]1[N:11]([CH:12]2[CH2:17][CH2:16][N:15](C(OCC)=O)[CH2:14][CH2:13]2)[C:10]2[CH:23]=[C:24]([C:27]([F:30])([F:29])[F:28])[CH:25]=[CH:26][C:9]=2[NH:8]1.CO, predict the reaction product. The product is: [NH:15]1[CH2:16][CH2:17][CH:12]([N:11]2[C:10]3[CH:23]=[C:24]([C:27]([F:29])([F:28])[F:30])[CH:25]=[CH:26][C:9]=3[NH:8][C:7]2=[O:6])[CH2:13][CH2:14]1.